From a dataset of NCI-60 drug combinations with 297,098 pairs across 59 cell lines. Regression. Given two drug SMILES strings and cell line genomic features, predict the synergy score measuring deviation from expected non-interaction effect. (1) Drug 1: COC1=NC(=NC2=C1N=CN2C3C(C(C(O3)CO)O)O)N. Drug 2: C1C(C(OC1N2C=NC(=NC2=O)N)CO)O. Cell line: OVCAR-5. Synergy scores: CSS=0.841, Synergy_ZIP=0.227, Synergy_Bliss=1.27, Synergy_Loewe=0.711, Synergy_HSA=-0.183. (2) Drug 1: C1=C(C(=O)NC(=O)N1)F. Drug 2: CC1=C(C=C(C=C1)NC(=O)C2=CC=C(C=C2)CN3CCN(CC3)C)NC4=NC=CC(=N4)C5=CN=CC=C5. Cell line: NCI-H460. Synergy scores: CSS=42.2, Synergy_ZIP=-3.54, Synergy_Bliss=-11.7, Synergy_Loewe=-19.6, Synergy_HSA=-12.3. (3) Drug 1: CC1=C(C=C(C=C1)NC(=O)C2=CC=C(C=C2)CN3CCN(CC3)C)NC4=NC=CC(=N4)C5=CN=CC=C5. Drug 2: CC1=C2C(C(=O)C3(C(CC4C(C3C(C(C2(C)C)(CC1OC(=O)C(C(C5=CC=CC=C5)NC(=O)C6=CC=CC=C6)O)O)OC(=O)C7=CC=CC=C7)(CO4)OC(=O)C)O)C)OC(=O)C. Cell line: COLO 205. Synergy scores: CSS=10.0, Synergy_ZIP=12.1, Synergy_Bliss=13.1, Synergy_Loewe=4.40, Synergy_HSA=9.55. (4) Drug 1: C1=CC(=CC=C1CC(C(=O)O)N)N(CCCl)CCCl.Cl. Drug 2: CC1CCC2CC(C(=CC=CC=CC(CC(C(=O)C(C(C(=CC(C(=O)CC(OC(=O)C3CCCCN3C(=O)C(=O)C1(O2)O)C(C)CC4CCC(C(C4)OC)O)C)C)O)OC)C)C)C)OC. Cell line: SK-MEL-28. Synergy scores: CSS=7.72, Synergy_ZIP=-4.94, Synergy_Bliss=-4.64, Synergy_Loewe=-9.42, Synergy_HSA=-5.39.